From a dataset of Forward reaction prediction with 1.9M reactions from USPTO patents (1976-2016). Predict the product of the given reaction. (1) Given the reactants [F:1][C:2]1[CH:3]=[C:4]([C:11]2[C:19]3[C:14](=[N:15][C:16]([NH2:20])=[N:17][CH:18]=3)[N:13]([CH3:21])[N:12]=2)[CH:5]=[C:6]([F:10])[C:7]=1[O:8]C, predict the reaction product. The product is: [NH2:20][C:16]1[N:15]=[C:14]2[N:13]([CH3:21])[N:12]=[C:11]([C:4]3[CH:5]=[C:6]([F:10])[C:7]([OH:8])=[C:2]([F:1])[CH:3]=3)[C:19]2=[CH:18][N:17]=1. (2) The product is: [CH3:10][O:9][C:3]1[C:2]([B:11]2[O:15][C:14]([CH3:17])([CH3:16])[C:13]([CH3:19])([CH3:18])[O:12]2)=[C:7]([CH3:8])[CH:6]=[CH:5][N:4]=1. Given the reactants Br[C:2]1[C:3]([O:9][CH3:10])=[N:4][CH:5]=[CH:6][C:7]=1[CH3:8].[B:11]1([B:11]2[O:15][C:14]([CH3:17])([CH3:16])[C:13]([CH3:19])([CH3:18])[O:12]2)[O:15][C:14]([CH3:17])([CH3:16])[C:13]([CH3:19])([CH3:18])[O:12]1.C(Cl)Cl.CC([O-])=O.[K+], predict the reaction product. (3) Given the reactants [CH3:1][O:2][C:3]1[C:13]2[CH2:12][CH2:11][CH2:10][C:9](=[O:14])[NH:8][C:7]=2[CH:6]=[CH:5][CH:4]=1.FC(F)(F)S(OS(C(F)(F)F)(=O)=O)(=O)=O.[N+:30]([O-])([O-:32])=[O:31].[K+].C(=O)(O)[O-].[Na+], predict the reaction product. The product is: [CH3:1][O:2][C:3]1[C:13]2[CH2:12][CH2:11][CH2:10][C:9](=[O:14])[NH:8][C:7]=2[CH:6]=[CH:5][C:4]=1[N+:30]([O-:32])=[O:31]. (4) Given the reactants [C:1]([NH:4][NH:5][C:6](=O)[CH2:7][C@@:8]1([C:24]2[CH:29]=[CH:28][CH:27]=[CH:26][CH:25]=2)[O:13][C:12](=[O:14])[N:11]([C@H:15]([C:17]2[CH:22]=[CH:21][C:20]([Br:23])=[CH:19][CH:18]=2)[CH3:16])[CH2:10][CH2:9]1)(=[O:3])[CH3:2].N1C=CC=CC=1.S(OS(C(F)(F)F)(=O)=O)(C(F)(F)F)(=O)=O, predict the reaction product. The product is: [Br:23][C:20]1[CH:19]=[CH:18][C:17]([C@@H:15]([N:11]2[CH2:10][CH2:9][C@:8]([CH2:7][C:6]3[O:3][C:1]([CH3:2])=[N:4][N:5]=3)([C:24]3[CH:29]=[CH:28][CH:27]=[CH:26][CH:25]=3)[O:13][C:12]2=[O:14])[CH3:16])=[CH:22][CH:21]=1. (5) Given the reactants Cl[C:2]1[CH:7]=[C:6]([N:8]2[CH2:11][CH:10]([O:12][C:13]3[CH:18]=[CH:17][C:16]([F:19])=[CH:15][CH:14]=3)[CH2:9]2)[CH:5]=[CH:4][N:3]=1.[NH2:20][C:21]1[CH:22]=[C:23]([CH:28]=[CH:29][CH:30]=1)[C:24]([NH:26][CH3:27])=[O:25].FC(F)(F)C(O)=O, predict the reaction product. The product is: [F:19][C:16]1[CH:17]=[CH:18][C:13]([O:12][CH:10]2[CH2:11][N:8]([C:6]3[CH:5]=[CH:4][N:3]=[C:2]([NH:20][C:21]4[CH:22]=[C:23]([CH:28]=[CH:29][CH:30]=4)[C:24]([NH:26][CH3:27])=[O:25])[CH:7]=3)[CH2:9]2)=[CH:14][CH:15]=1. (6) Given the reactants Br[C:2]1[CH:3]=[N:4][C:5]([N:8]2[CH2:13][CH2:12][N:11]([C:14]([O:16][C:17]([CH3:20])([CH3:19])[CH3:18])=[O:15])[CH2:10][CH2:9]2)=[N:6][CH:7]=1.CC(C)([O-])C.[Na+].C(=[NH:40])(C1C=CC=CC=1)C1C=CC=CC=1.C1C=CC(P(C2C(C3C(P(C4C=CC=CC=4)C4C=CC=CC=4)=CC=C4C=3C=CC=C4)=C3C(C=CC=C3)=CC=2)C2C=CC=CC=2)=CC=1.C(=O)([O-])O.[Na+], predict the reaction product. The product is: [NH2:40][C:2]1[CH:3]=[N:4][C:5]([N:8]2[CH2:13][CH2:12][N:11]([C:14]([O:16][C:17]([CH3:20])([CH3:19])[CH3:18])=[O:15])[CH2:10][CH2:9]2)=[N:6][CH:7]=1. (7) Given the reactants [NH2:1][C@H:2]([C:18]([O:20][CH3:21])=[O:19])[CH2:3][CH2:4][CH2:5][CH2:6][NH:7][C:8]([O:10][CH2:11][C:12]1[CH:17]=[CH:16][CH:15]=[CH:14][CH:13]=1)=[O:9].CO[CH:24]1[CH2:28][CH:27](OC)[CH2:26]O1, predict the reaction product. The product is: [CH2:11]([O:10][C:8]([NH:7][CH2:6][CH2:5][CH2:4][CH2:3][C@H:2]([N:1]1[C:24]2[CH:4]=[CH:3][CH:2]=[CH:18][C:28]=2[C:27]2[C:26]1=[CH:27][CH:28]=[CH:24][CH:26]=2)[C:18]([O:20][CH3:21])=[O:19])=[O:9])[C:12]1[CH:17]=[CH:16][CH:15]=[CH:14][CH:13]=1. (8) Given the reactants [CH3:1][C:2]1[CH:3]=[C:4]([CH:7]=[C:8]([CH3:11])[C:9]=1[OH:10])[CH2:5][OH:6].C1C=CC(N([S:19]([C:22]([F:25])([F:24])[F:23])(=[O:21])=[O:20])[S:19]([C:22]([F:25])([F:24])[F:23])(=[O:21])=[O:20])=CC=1, predict the reaction product. The product is: [CH3:1][C:2]1[CH:3]=[C:4]([CH:7]=[C:8]([CH3:11])[C:9]=1[O:10][S:19]([C:22]([F:25])([F:24])[F:23])(=[O:21])=[O:20])[CH:5]=[O:6]. (9) Given the reactants C(O[CH:4](OCC)[C:5]#[C:6][C:7]1[C:8](=[O:26])[N:9]([CH3:25])[C:10](=[O:24])[N:11]([C:14]2[CH:19]=[CH:18][CH:17]=[C:16]([C:20]([F:23])([F:22])[F:21])[CH:15]=2)[C:12]=1[CH3:13])C.Cl.[C:31]([C:33]1[CH:38]=[CH:37][C:36]([NH:39][NH2:40])=[CH:35][CH:34]=1)#[N:32].O, predict the reaction product. The product is: [CH3:25][N:9]1[C:8](=[O:26])[C:7]([C:6]2[N:39]([C:36]3[CH:37]=[CH:38][C:33]([C:31]#[N:32])=[CH:34][CH:35]=3)[N:40]=[CH:4][CH:5]=2)=[C:12]([CH3:13])[N:11]([C:14]2[CH:19]=[CH:18][CH:17]=[C:16]([C:20]([F:23])([F:22])[F:21])[CH:15]=2)[C:10]1=[O:24]. (10) Given the reactants [Cl:1][C:2]1[N:3]=[C:4](/[N:9]=[N:10]/[C:11]2[CH:16]=[CH:15][C:14]([N:17]([CH2:21][CH3:22])[CH2:18][CH2:19][OH:20])=[CH:13][CH:12]=2)[S:5][C:6]=1[CH:7]=O.[C:23]1(=[O:33])[C:31]2[C:26](=[CH:27][CH:28]=[CH:29][CH:30]=2)[C:25](=[O:32])[CH2:24]1, predict the reaction product. The product is: [Cl:1][C:2]1[N:3]=[C:4](/[N:9]=[N:10]/[C:11]2[CH:16]=[CH:15][C:14]([N:17]([CH2:21][CH3:22])[CH2:18][CH2:19][OH:20])=[CH:13][CH:12]=2)[S:5][C:6]=1[CH:7]=[C:24]1[C:23](=[O:33])[C:31]2[C:26](=[CH:27][CH:28]=[CH:29][CH:30]=2)[C:25]1=[O:32].